Dataset: Catalyst prediction with 721,799 reactions and 888 catalyst types from USPTO. Task: Predict which catalyst facilitates the given reaction. Reactant: [CH2:1]([C:3]1[CH:4]=[C:5]([C:21]([O:23]C)=[O:22])[C:6](=[O:20])[NH:7][C:8]=1[C:9]1[CH:10]=[C:11]2[C:16](=[CH:17][CH:18]=1)[N:15]([CH3:19])[CH2:14][CH2:13][CH2:12]2)[CH3:2].O[Li].O. The catalyst class is: 20. Product: [CH2:1]([C:3]1[CH:4]=[C:5]([C:21]([OH:23])=[O:22])[C:6](=[O:20])[NH:7][C:8]=1[C:9]1[CH:10]=[C:11]2[C:16](=[CH:17][CH:18]=1)[N:15]([CH3:19])[CH2:14][CH2:13][CH2:12]2)[CH3:2].